Predict the product of the given reaction. From a dataset of Forward reaction prediction with 1.9M reactions from USPTO patents (1976-2016). Given the reactants [NH2:1][C:2]1[CH:7]=[CH:6][CH:5]=[CH:4][C:3]=1[NH:8][C:9](=[O:24])[C:10]1[CH:15]=[CH:14][C:13]([C:16]2[C:21]([Cl:22])=[CH:20][C:19]([OH:23])=[CH:18][N:17]=2)=[CH:12][CH:11]=1.C1(P(C2C=CC=CC=2)C2C=CC=CC=2)C=CC=CC=1.[CH3:44][N:45]([CH3:49])[CH2:46][CH2:47]O.N(C(OCC)=O)=NC(OCC)=O, predict the reaction product. The product is: [NH2:1][C:2]1[CH:7]=[CH:6][CH:5]=[CH:4][C:3]=1[NH:8][C:9](=[O:24])[C:10]1[CH:11]=[CH:12][C:13]([C:16]2[C:21]([Cl:22])=[CH:20][C:19]([O:23][CH2:47][CH2:46][N:45]([CH3:49])[CH3:44])=[CH:18][N:17]=2)=[CH:14][CH:15]=1.